Task: Predict the product of the given reaction.. Dataset: Forward reaction prediction with 1.9M reactions from USPTO patents (1976-2016) (1) Given the reactants [C:1]([CH2:3][C:4]([O:6][CH3:7])=[O:5])#[N:2].[CH3:8][CH:9]([C:11](=O)[CH2:12][CH2:13][CH3:14])[CH3:10].C([O-])(=O)C.[NH4+].C(O)(=O)C, predict the reaction product. The product is: [C:1]([C:3](=[C:11]([CH2:12][CH2:13][CH3:14])[CH:9]([CH3:10])[CH3:8])[C:4]([O:6][CH3:7])=[O:5])#[N:2]. (2) Given the reactants Cl.O1CCOCC1.[F:8][CH:9]([F:56])[C:10]([C:43]1[CH:48]=[CH:47][C:46]([C:49]2[CH:54]=[CH:53][C:52]([F:55])=[CH:51][N:50]=2)=[CH:45][CH:44]=1)([OH:42])[CH2:11][C:12]1[N:13](C(C2C=CC=CC=2)(C2C=CC=CC=2)C2C=CC=CC=2)[CH:14]=[C:15]([CH2:17][C:18]([CH3:22])([CH3:21])[CH2:19][OH:20])[N:16]=1, predict the reaction product. The product is: [F:56][CH:9]([F:8])[C:10]([C:43]1[CH:48]=[CH:47][C:46]([C:49]2[CH:54]=[CH:53][C:52]([F:55])=[CH:51][N:50]=2)=[CH:45][CH:44]=1)([OH:42])[CH2:11][C:12]1[NH:13][CH:14]=[C:15]([CH2:17][C:18]([CH3:22])([CH3:21])[CH2:19][OH:20])[N:16]=1. (3) Given the reactants [Cl:1][C:2]1[C:10]([F:11])=[CH:9][CH:8]=[CH:7][C:3]=1[C:4]([OH:6])=O.[F:12][C:13]1([F:32])[CH2:18][CH2:17][CH:16]([CH:19]([C:22]2[CH:23]=[N:24][C:25]([C:28]([F:31])([F:30])[F:29])=[N:26][CH:27]=2)[CH2:20][NH2:21])[CH2:15][CH2:14]1, predict the reaction product. The product is: [Cl:1][C:2]1[C:10]([F:11])=[CH:9][CH:8]=[CH:7][C:3]=1[C:4]([NH:21][CH2:20][CH:19]([CH:16]1[CH2:15][CH2:14][C:13]([F:32])([F:12])[CH2:18][CH2:17]1)[C:22]1[CH:27]=[N:26][C:25]([C:28]([F:29])([F:30])[F:31])=[N:24][CH:23]=1)=[O:6]. (4) The product is: [F:23][C:2]([F:1])([F:22])[C:3]1[CH:4]=[C:5]([C:9]2[S:10][C:11]3[C:12](=[C:14]([C:18]([OH:20])=[O:19])[CH:15]=[CH:16][CH:17]=3)[N:13]=2)[CH:6]=[CH:7][CH:8]=1. Given the reactants [F:1][C:2]([F:23])([F:22])[C:3]1[CH:4]=[C:5]([C:9]2[S:10][C:11]3[C:12](=[C:14]([C:18]([O:20]C)=[O:19])[CH:15]=[CH:16][CH:17]=3)[N:13]=2)[CH:6]=[CH:7][CH:8]=1.[OH-].[Na+].Cl, predict the reaction product. (5) Given the reactants [F:1][C:2]1[C:11]2[N:10]=[C:9]([CH3:12])[CH:8]=[CH:7][C:6]=2[C:5]([OH:13])=[CH:4][CH:3]=1.N1C=CC=CC=1.[F:20][C:21]([F:34])([F:33])[S:22](O[S:22]([C:21]([F:34])([F:33])[F:20])(=[O:24])=[O:23])(=[O:24])=[O:23].O, predict the reaction product. The product is: [F:20][C:21]([F:34])([F:33])[S:22]([O:13][C:5]1[CH:4]=[CH:3][C:2]([F:1])=[C:11]2[C:6]=1[CH:7]=[CH:8][C:9]([CH3:12])=[N:10]2)(=[O:24])=[O:23]. (6) Given the reactants [Cl:1][C:2]1[N:3]([CH2:10][C@:11]2([CH3:14])[CH2:13][O:12]2)[CH:4]=[C:5]([N+:7]([O-:9])=[O:8])[N:6]=1.[F:15][C:16]([F:31])([F:30])[O:17][C:18]1[CH:23]=[CH:22][C:21]([N:24]2[CH2:29][CH2:28][NH:27][CH2:26][CH2:25]2)=[CH:20][CH:19]=1.O, predict the reaction product. The product is: [Cl:1][C:2]1[N:3]([CH2:10][C@@:11]([CH3:14])([OH:12])[CH2:13][N:27]2[CH2:26][CH2:25][N:24]([C:21]3[CH:22]=[CH:23][C:18]([O:17][C:16]([F:30])([F:31])[F:15])=[CH:19][CH:20]=3)[CH2:29][CH2:28]2)[CH:4]=[C:5]([N+:7]([O-:9])=[O:8])[N:6]=1. (7) Given the reactants [CH2:1]([NH:3][CH2:4][CH2:5][N:6]1[C:10](=[O:11])[C:9]2=[CH:12][CH:13]=[CH:14][CH:15]=[C:8]2[C:7]1=[O:16])[CH3:2].Br[CH2:18][CH2:19][OH:20].C(N(CC)CC)C, predict the reaction product. The product is: [CH2:1]([N:3]([CH2:4][CH2:5][N:6]1[C:10](=[O:11])[C:9]2=[CH:12][CH:13]=[CH:14][CH:15]=[C:8]2[C:7]1=[O:16])[CH2:18][CH2:19][OH:20])[CH3:2]. (8) Given the reactants [NH2:1][C:2]1[CH:11]=[CH:10][CH:9]=[C:8]2[C:3]=1[CH:4]=[CH:5][N:6]([CH3:13])[C:7]2=[O:12].[CH:14]1([CH2:21][C:22](O)=[O:23])[CH2:20][CH2:19][CH2:18][CH2:17][CH2:16][CH2:15]1.F[P-](F)(F)(F)(F)F.FC(N(C)C)=[N+](C)C.C(N(CC)C(C)C)(C)C.C(Cl)Cl, predict the reaction product. The product is: [CH:14]1([CH2:21][C:22]([NH:1][C:2]2[CH:11]=[CH:10][CH:9]=[C:8]3[C:3]=2[CH:4]=[CH:5][N:6]([CH3:13])[C:7]3=[O:12])=[O:23])[CH2:20][CH2:19][CH2:18][CH2:17][CH2:16][CH2:15]1. (9) Given the reactants C[O:2][C:3](=[O:18])[CH2:4][C:5]1[C:9]2[C:10]([CH3:17])=[CH:11][C:12]([O:15]C)=[C:13]([F:14])[C:8]=2[S:7][CH:6]=1.CN(C=O)C.CC([S-])(C)C.[Na+], predict the reaction product. The product is: [F:14][C:13]1[C:8]2[S:7][CH:6]=[C:5]([CH2:4][C:3]([OH:18])=[O:2])[C:9]=2[C:10]([CH3:17])=[CH:11][C:12]=1[OH:15]. (10) Given the reactants [CH3:1][O:2][CH2:3][O:4][C:5]1[CH:6]=[C:7]([CH2:15][OH:16])[CH:8]=[CH:9][C:10]=1OCOC.N1C=CN=[CH:18]1.[CH3:22][C:23]([Si:26](Cl)([CH3:28])[CH3:27])([CH3:25])[CH3:24].CN([CH:33]=[O:34])C.[OH2:35], predict the reaction product. The product is: [CH3:18][O:35][CH2:33][O:34][C:9]1[CH:8]=[C:7]([CH:6]=[C:5]([O:4][CH2:3][O:2][CH3:1])[CH:10]=1)[CH2:15][O:16][Si:26]([C:23]([CH3:25])([CH3:24])[CH3:22])([CH3:28])[CH3:27].